This data is from Catalyst prediction with 721,799 reactions and 888 catalyst types from USPTO. The task is: Predict which catalyst facilitates the given reaction. (1) Reactant: [CH2:1]([O:8][CH2:9][CH2:10][C@:11]([CH3:15])([OH:14])[CH2:12][OH:13])[C:2]1[CH:7]=[CH:6][CH:5]=[CH:4][CH:3]=1.CO[C:18](OC)([CH3:20])[CH3:19].CC1C=CC(S(O)(=O)=O)=CC=1.C([O-])(O)=O.[Na+]. Product: [CH2:1]([O:8][CH2:9][CH2:10][C@@:11]1([CH3:15])[CH2:12][O:13][C:18]([CH3:20])([CH3:19])[O:14]1)[C:2]1[CH:7]=[CH:6][CH:5]=[CH:4][CH:3]=1. The catalyst class is: 2. (2) Reactant: [N:1]([CH:4]1[CH2:10][CH2:9][C:8]2[C:11]([F:15])=[CH:12][CH:13]=[CH:14][C:7]=2[NH:6][C:5]1=[O:16])=[N+:2]=[N-:3].C(=O)([O-])[O-].[Cs+].[Cs+].FC(F)(F)S(O[CH2:29][C:30]([F:33])([F:32])[F:31])(=O)=O. Product: [N:1]([CH:4]1[CH2:10][CH2:9][C:8]2[C:11]([F:15])=[CH:12][CH:13]=[CH:14][C:7]=2[N:6]([CH2:29][C:30]([F:33])([F:32])[F:31])[C:5]1=[O:16])=[N+:2]=[N-:3]. The catalyst class is: 303. (3) Product: [CH2:1]([N:8]1[C:16]2[C:11](=[CH:12][CH:13]=[CH:14][CH:15]=2)[C:10]([C:17]2[O:18][C:19]([C:22]([OH:24])=[O:23])=[CH:20][CH:21]=2)=[N:9]1)[C:2]1[CH:7]=[CH:6][CH:5]=[CH:4][CH:3]=1. The catalyst class is: 6. Reactant: [CH2:1]([N:8]1[C:16]2[C:11](=[CH:12][CH:13]=[CH:14][CH:15]=2)[C:10]([C:17]2[O:18][C:19]([C:22]([O:24]C)=[O:23])=[CH:20][CH:21]=2)=[N:9]1)[C:2]1[CH:7]=[CH:6][CH:5]=[CH:4][CH:3]=1.[OH-].[K+].CO.Cl. (4) Reactant: [H-].[Na+].Cl.[C:4]1([C:10]2[N:11]=[C:12]([C:15]3[N:16]=[CH:17][N:18]4[C:23](=[O:24])[N:22]([CH2:25]C#C)[N:21]=[N:20][C:19]=34)[NH:13][CH:14]=2)[CH:9]=[CH:8][CH:7]=[CH:6][CH:5]=1.[H][H].[CH3:30]I. Product: [CH3:25][N:22]1[C:23](=[O:24])[N:18]2[CH:17]=[N:16][C:15]([C:12]3[N:13]([CH3:30])[CH:14]=[C:10]([C:4]4[CH:5]=[CH:6][CH:7]=[CH:8][CH:9]=4)[N:11]=3)=[C:19]2[N:20]=[N:21]1. The catalyst class is: 3. (5) Reactant: C([O:8][C:9]1[CH:14]=[CH:13][C:12]([C:15]2[CH:20]=[CH:19][C:18]([C:21]([F:24])([F:23])[F:22])=[CH:17][N:16]=2)=[CH:11][CH:10]=1)C1C=CC=CC=1.[H][H]. Product: [F:24][C:21]([F:22])([F:23])[C:18]1[CH:19]=[CH:20][C:15]([C:12]2[CH:11]=[CH:10][C:9]([OH:8])=[CH:14][CH:13]=2)=[N:16][CH:17]=1. The catalyst class is: 791. (6) Reactant: C(OC([N:8]1[CH2:13][CH2:12][CH:11]([N:14]2[CH:18]=[C:17]([B:19]3[O:23][C:22]([CH3:25])([CH3:24])[C:21]([CH3:27])([CH3:26])[O:20]3)[CH:16]=[N:15]2)[CH2:10][CH2:9]1)=O)(C)(C)C.[ClH:28]. Product: [ClH:28].[CH3:26][C:21]1([CH3:27])[C:22]([CH3:24])([CH3:25])[O:23][B:19]([C:17]2[CH:16]=[N:15][N:14]([CH:11]3[CH2:12][CH2:13][NH:8][CH2:9][CH2:10]3)[CH:18]=2)[O:20]1. The catalyst class is: 12. (7) Reactant: [NH:1]1[CH:5]=[CH:4][N:3]=[CH:2]1.CS(O[CH2:11][CH2:12][CH:13]1[CH2:18][CH2:17][CH:16]([N:19]2[C:23]3[N:24]=[CH:25][N:26]=[C:27]([NH2:28])[C:22]=3[C:21]([C:29]3[CH:34]=[CH:33][C:32]([O:35][C:36]4[CH:41]=[CH:40][CH:39]=[CH:38][CH:37]=4)=[CH:31][CH:30]=3)=[CH:20]2)[CH2:15][CH2:14]1)(=O)=O.[H-].[Na+]. Product: [N:1]1([CH2:11][CH2:12][CH:13]2[CH2:18][CH2:17][CH:16]([N:19]3[C:23]4[N:24]=[CH:25][N:26]=[C:27]([NH2:28])[C:22]=4[C:21]([C:29]4[CH:30]=[CH:31][C:32]([O:35][C:36]5[CH:37]=[CH:38][CH:39]=[CH:40][CH:41]=5)=[CH:33][CH:34]=4)=[CH:20]3)[CH2:15][CH2:14]2)[CH:5]=[CH:4][N:3]=[CH:2]1. The catalyst class is: 9.